From a dataset of Full USPTO retrosynthesis dataset with 1.9M reactions from patents (1976-2016). Predict the reactants needed to synthesize the given product. (1) Given the product [Cl:1][C:2]1[CH:7]=[CH:6][CH:5]=[CH:4][C:3]=1[C:8]1[O:12][N:11]=[C:10]([CH2:13][C:14]2[CH:19]=[CH:18][C:17]([Cl:20])=[CH:16][C:15]=2[Cl:21])[C:9]=1[CH:22]([C:24]1[CH:25]=[N:26][CH:27]=[CH:28][CH:29]=1)[OH:23], predict the reactants needed to synthesize it. The reactants are: [Cl:1][C:2]1[CH:7]=[CH:6][CH:5]=[CH:4][C:3]=1[C:8]1[O:12][N:11]=[C:10]([CH2:13][C:14]2[CH:19]=[CH:18][C:17]([Cl:20])=[CH:16][C:15]=2[Cl:21])[C:9]=1[C:22]([C:24]1[CH:25]=[N:26][CH:27]=[CH:28][CH:29]=1)=[O:23].[BH4-].[Na+]. (2) Given the product [Cl:13][C:3]1[C:2]([NH:1][CH:14]2[CH2:18][CH2:17][CH2:16][CH2:15]2)=[CH:11][C:10]([Cl:12])=[CH:9][C:4]=1[C:5]([O:7][CH3:8])=[O:6], predict the reactants needed to synthesize it. The reactants are: [NH2:1][C:2]1[C:3]([Cl:13])=[C:4]([CH:9]=[C:10]([Cl:12])[CH:11]=1)[C:5]([O:7][CH3:8])=[O:6].[C:14]1(=O)[CH2:18][CH2:17][CH2:16][CH2:15]1.C(O)(=O)C.C([BH3-])#N.[Na+].